Predict the reaction yield, written as a fraction of the theoretical maximum amount of product (1.0 means a 100% yield; for example, 0.34 means a 34% yield). From a dataset of Reaction yield outcomes from USPTO patents with 853,638 reactions. The reactants are Br[C:2](Br)=[CH:3][C:4]1[CH:9]=[CH:8][C:7]([O:10][CH3:11])=[C:6]([O:12][CH3:13])[CH:5]=1.[Li]CCCC. No catalyst specified. The product is [CH3:13][O:12][C:6]1[CH:5]=[C:4]([C:3]#[CH:2])[CH:9]=[CH:8][C:7]=1[O:10][CH3:11]. The yield is 0.850.